Dataset: Forward reaction prediction with 1.9M reactions from USPTO patents (1976-2016). Task: Predict the product of the given reaction. (1) Given the reactants [Si:1]([O:8][CH2:9][C:10]1[CH:15]=[C:14]([C:16]([O:18][CH3:19])=[O:17])[CH:13]=[C:12]([CH:20]=O)[N:11]=1)([C:4]([CH3:7])([CH3:6])[CH3:5])([CH3:3])[CH3:2].[CH2:22]([C:24]1[N:25]([CH2:31][CH2:32][CH2:33][C:34]2[CH:39]=[CH:38][CH:37]=[CH:36][CH:35]=2)[C:26]([CH2:29][NH2:30])=[N:27][N:28]=1)[CH3:23], predict the reaction product. The product is: [Si:1]([O:8][CH2:9][C:10]1[CH:15]=[C:14]([C:16]([O:18][CH3:19])=[O:17])[CH:13]=[C:12]([CH2:20][NH:30][CH2:29][C:26]2[N:25]([CH2:31][CH2:32][CH2:33][C:34]3[CH:39]=[CH:38][CH:37]=[CH:36][CH:35]=3)[C:24]([CH2:22][CH3:23])=[N:28][N:27]=2)[N:11]=1)([C:4]([CH3:5])([CH3:6])[CH3:7])([CH3:2])[CH3:3]. (2) Given the reactants C[NH:2][C:3]1[CH:8]=[CH:7][N:6]=[CH:5][C:4]=1[N+:9]([O-])=O.[H][H].[CH3:14]O, predict the reaction product. The product is: [CH3:14][C:4]1([NH2:9])[C:3]([NH2:2])=[CH:8][CH:7]=[N:6][CH2:5]1. (3) The product is: [CH3:19][O:17][C:15](=[O:16])[CH2:14][CH2:13][C:12](=[O:18])[N:4]1[C:5]2[CH:10]=[CH:9][C:8]([OH:11])=[CH:7][C:6]=2[O:1][CH2:2][CH2:3]1. Given the reactants [O:1]1[C:6]2[CH:7]=[C:8]([OH:11])[CH:9]=[CH:10][C:5]=2[NH:4][CH2:3][CH2:2]1.[C:12]1(=[O:18])[O:17][C:15](=[O:16])[CH2:14][CH2:13]1.[CH3:19]CN=C=NCCCN(C)C.Cl.Cl, predict the reaction product. (4) The product is: [Cl:22][C:23]1[N:28]=[C:27]([O:1][C:2]2[CH:21]=[CH:20][CH:19]=[CH:18][C:3]=2[CH2:4][NH:5][C:6]([NH:8][C:9]2[S:10][CH:11]=[C:12]([C:14]([CH3:17])([CH3:16])[CH3:15])[N:13]=2)=[O:7])[CH:26]=[CH:25][N:24]=1. Given the reactants [OH:1][C:2]1[CH:21]=[CH:20][CH:19]=[CH:18][C:3]=1[CH2:4][NH:5][C:6]([NH:8][C:9]1[S:10][CH:11]=[C:12]([C:14]([CH3:17])([CH3:16])[CH3:15])[N:13]=1)=[O:7].[Cl:22][C:23]1[N:28]=[C:27](Cl)[CH:26]=[CH:25][N:24]=1.[OH-].[Na+], predict the reaction product. (5) The product is: [Cl:29][C:30]1[CH:35]=[CH:34][N:33]=[CH:32][C:31]=1[C:2]1[N:10]=[CH:9][C:8]2[N:7]([CH2:11][O:12][CH2:13][CH2:14][Si:15]([CH3:16])([CH3:17])[CH3:18])[C:6]3[N:19]=[CH:20][C:21]([C:23]4[CH:24]=[N:25][N:26]([CH3:28])[CH:27]=4)=[CH:22][C:5]=3[C:4]=2[CH:3]=1. Given the reactants I[C:2]1[N:10]=[CH:9][C:8]2[N:7]([CH2:11][O:12][CH2:13][CH2:14][Si:15]([CH3:18])([CH3:17])[CH3:16])[C:6]3[N:19]=[CH:20][C:21]([C:23]4[CH:24]=[N:25][N:26]([CH3:28])[CH:27]=4)=[CH:22][C:5]=3[C:4]=2[CH:3]=1.[Cl:29][C:30]1[CH:35]=[CH:34][N:33]=[CH:32][C:31]=1B1OC(C)(C)C(C)(C)O1, predict the reaction product.